Dataset: Reaction yield outcomes from USPTO patents with 853,638 reactions. Task: Predict the reaction yield, written as a fraction of the theoretical maximum amount of product (1.0 means a 100% yield; for example, 0.34 means a 34% yield). (1) The reactants are [CH3:1][C:2]1[O:6][N:5]=[C:4]([C:7]2[CH:12]=[CH:11][CH:10]=[CH:9][CH:8]=2)[C:3]=1[CH2:13][O:14][C:15]1[CH:23]=[CH:22][C:18]([C:19]([OH:21])=O)=[CH:17][N:16]=1.[NH2:24][CH:25]1[CH2:29][CH2:28][CH2:27][CH:26]1[OH:30]. No catalyst specified. The yield is 0.310. The product is [OH:30][CH:26]1[CH2:27][CH2:28][CH2:29][CH:25]1[NH:24][C:19](=[O:21])[C:18]1[CH:22]=[CH:23][C:15]([O:14][CH2:13][C:3]2[C:4]([C:7]3[CH:8]=[CH:9][CH:10]=[CH:11][CH:12]=3)=[N:5][O:6][C:2]=2[CH3:1])=[N:16][CH:17]=1. (2) The reactants are [F:1][C:2]1[CH:7]=[CH:6][C:5]([C:8]2[N:9]=[C:10]([NH2:23])[S:11][C:12]=2[CH2:13][C:14]2[CH:19]=[CH:18][C:17]([N+:20]([O-:22])=[O:21])=[CH:16][CH:15]=2)=[CH:4][CH:3]=1.[F:24][C:25]1[CH:33]=[CH:32][C:28]([C:29](Cl)=[O:30])=[CH:27][CH:26]=1. No catalyst specified. The product is [F:24][C:25]1[CH:33]=[CH:32][C:28]([C:29]([NH:23][C:10]2[S:11][C:12]([CH2:13][C:14]3[CH:19]=[CH:18][C:17]([N+:20]([O-:22])=[O:21])=[CH:16][CH:15]=3)=[C:8]([C:5]3[CH:4]=[CH:3][C:2]([F:1])=[CH:7][CH:6]=3)[N:9]=2)=[O:30])=[CH:27][CH:26]=1. The yield is 0.696.